From a dataset of NCI-60 drug combinations with 297,098 pairs across 59 cell lines. Regression. Given two drug SMILES strings and cell line genomic features, predict the synergy score measuring deviation from expected non-interaction effect. Drug 1: CC1=C(C=C(C=C1)C(=O)NC2=CC(=CC(=C2)C(F)(F)F)N3C=C(N=C3)C)NC4=NC=CC(=N4)C5=CN=CC=C5. Drug 2: C1CCC(C(C1)N)N.C(=O)(C(=O)[O-])[O-].[Pt+4]. Cell line: CCRF-CEM. Synergy scores: CSS=19.8, Synergy_ZIP=-8.46, Synergy_Bliss=-0.230, Synergy_Loewe=-2.21, Synergy_HSA=1.66.